From a dataset of Peptide-MHC class I binding affinity with 185,985 pairs from IEDB/IMGT. Regression. Given a peptide amino acid sequence and an MHC pseudo amino acid sequence, predict their binding affinity value. This is MHC class I binding data. (1) The peptide sequence is LTAPCDIYV. The MHC is HLA-B57:01 with pseudo-sequence HLA-B57:01. The binding affinity (normalized) is 0.0847. (2) The peptide sequence is FCTGYLQL. The MHC is H-2-Kb with pseudo-sequence H-2-Kb. The binding affinity (normalized) is 0.183. (3) The peptide sequence is IKLEPVHGVY. The MHC is HLA-B18:01 with pseudo-sequence HLA-B18:01. The binding affinity (normalized) is 0. (4) The peptide sequence is GLSSGFYFEI. The MHC is HLA-A68:02 with pseudo-sequence HLA-A68:02. The binding affinity (normalized) is 0.312. (5) The peptide sequence is CERYGFPAS. The MHC is HLA-A02:16 with pseudo-sequence HLA-A02:16. The binding affinity (normalized) is 0.0847. (6) The peptide sequence is FVMPIFEQI. The MHC is HLA-A66:01 with pseudo-sequence HLA-A66:01. The binding affinity (normalized) is 0.213.